From a dataset of Forward reaction prediction with 1.9M reactions from USPTO patents (1976-2016). Predict the product of the given reaction. (1) Given the reactants O=P(Cl)(Cl)Cl.C[N:7]([CH:9]=O)C.[CH3:11][C:12](=O)[C:13]([CH3:16])([CH3:15])[CH3:14].NO.[ClH:20], predict the reaction product. The product is: [Cl:20][C:12]([C:13]([CH3:16])([CH3:15])[CH3:14])=[CH:11][C:9]#[N:7]. (2) Given the reactants [C:1]([O:5][C:6](=[O:27])[NH:7][C:8]1[S:9][C:10]([C:13]2[CH:18]=[CH:17][N:16]=[C:15]([NH:19][C:20]3[CH:21]=[C:22]([CH3:26])[CH:23]=[CH:24][CH:25]=3)[N:14]=2)=[CH:11][CH:12]=1)([CH3:4])([CH3:3])[CH3:2].[H-].[Na+].Cl[CH2:31][C:32](=[O:34])[CH3:33], predict the reaction product. The product is: [C:1]([O:5][C:6](=[O:27])[N:7]([CH2:31][C:32](=[O:34])[CH3:33])[C:8]1[S:9][C:10]([C:13]2[CH:18]=[CH:17][N:16]=[C:15]([NH:19][C:20]3[CH:21]=[C:22]([CH3:26])[CH:23]=[CH:24][CH:25]=3)[N:14]=2)=[CH:11][CH:12]=1)([CH3:4])([CH3:3])[CH3:2]. (3) The product is: [N:14]1[CH:15]=[CH:16][N:17]=[CH:18][C:13]=1[O:12][C@H:9]1[CH2:10][CH2:11][C@H:6]([C:4]([NH:20][NH2:21])=[O:3])[CH2:7][CH2:8]1. Given the reactants C([O:3][C:4]([C@H:6]1[CH2:11][CH2:10][C@H:9]([O:12][C:13]2[CH:18]=[N:17][CH:16]=[CH:15][N:14]=2)[CH2:8][CH2:7]1)=O)C.O.[NH2:20][NH2:21], predict the reaction product. (4) Given the reactants [C:1]([O:5][C:6]([N:8]1[CH2:12][CH:11]([OH:13])[CH:10]([S:14]([C:17]2[CH:22]=[CH:21][C:20]([O:23][CH2:24][C:25]3[CH:30]=[CH:29][CH:28]=[CH:27][CH:26]=3)=[CH:19][CH:18]=2)(=[O:16])=[O:15])[CH2:9]1)=[O:7])([CH3:4])([CH3:3])[CH3:2].[Cr](O[Cr]([O-])(=O)=O)([O-])(=O)=O.[NH+]1C=CC=CC=1.[NH+]1C=CC=CC=1, predict the reaction product. The product is: [C:1]([O:5][C:6]([N:8]1[CH2:12][C:11](=[O:13])[CH:10]([S:14]([C:17]2[CH:22]=[CH:21][C:20]([O:23][CH2:24][C:25]3[CH:30]=[CH:29][CH:28]=[CH:27][CH:26]=3)=[CH:19][CH:18]=2)(=[O:16])=[O:15])[CH2:9]1)=[O:7])([CH3:4])([CH3:2])[CH3:3]. (5) Given the reactants C(N(CC)CC)C.[Cl:8][C:9]1[CH:14]=[CH:13][C:12]([C@@H:15]2[CH2:20][C@@H:19]([OH:21])[CH2:18][CH2:17][C@H:16]2[NH:22][C:23](=[O:29])[O:24][C:25]([CH3:28])([CH3:27])[CH3:26])=[CH:11][CH:10]=1.O[C@H]1CC[C@@H](NC(=O)OC(C)(C)C)[C@H](C2C=CC(C(F)(F)F)=CC=2)C1.ClC1C=CC([Mg]Cl)=CC=1.FC(F)(F)C1C=CC([Mg]Br)=CC=1.[CH3:76][S:77](Cl)(=[O:79])=[O:78].C([O-])(O)=O.[Na+], predict the reaction product. The product is: [CH3:76][S:77]([O:21][C@H:19]1[CH2:18][CH2:17][C@@H:16]([NH:22][C:23]([O:24][C:25]([CH3:26])([CH3:28])[CH3:27])=[O:29])[C@H:15]([C:12]2[CH:13]=[CH:14][C:9]([Cl:8])=[CH:10][CH:11]=2)[CH2:20]1)(=[O:79])=[O:78]. (6) Given the reactants [CH2:1]([CH:11]([CH2:14][CH2:15][CH2:16][CH2:17][CH2:18][CH2:19][CH2:20][CH2:21][CH2:22][CH2:23][CH2:24][CH3:25])[CH2:12]Br)[CH2:2][CH2:3][CH2:4][CH2:5][CH2:6][CH2:7][CH2:8][CH2:9][CH3:10].[Mg].[Br:27][CH2:28][CH2:29][CH2:30][CH2:31][CH2:32]Br, predict the reaction product. The product is: [CH2:1]([CH:11]([CH2:14][CH2:15][CH2:16][CH2:17][CH2:18][CH2:19][CH2:20][CH2:21][CH2:22][CH2:23][CH2:24][CH3:25])[CH2:12][CH2:32][CH2:31][CH2:30][CH2:29][CH2:28][Br:27])[CH2:2][CH2:3][CH2:4][CH2:5][CH2:6][CH2:7][CH2:8][CH2:9][CH3:10].